Dataset: Catalyst prediction with 721,799 reactions and 888 catalyst types from USPTO. Task: Predict which catalyst facilitates the given reaction. (1) Reactant: [CH:1]1([O:6][C:7]2[CH:8]=[C:9]([C:15]3[CH2:19][C:18]([CH3:24])([C:20]([NH:22][OH:23])=[NH:21])[O:17][N:16]=3)[CH:10]=[CH:11][C:12]=2[O:13][CH3:14])[CH2:5][CH2:4][CH2:3][CH2:2]1.[C:25](N1C=CN=C1)(N1C=CN=C1)=[S:26]. Product: [CH:1]1([O:6][C:7]2[CH:8]=[C:9]([C:15]3[CH2:19][C:18]([C:20]4[NH:21][C:25](=[S:26])[O:23][N:22]=4)([CH3:24])[O:17][N:16]=3)[CH:10]=[CH:11][C:12]=2[O:13][CH3:14])[CH2:5][CH2:4][CH2:3][CH2:2]1. The catalyst class is: 10. (2) Reactant: C(OC([NH:8][CH2:9][C:10]1[CH:11]=[C:12]([C:16]2[N:21]=[C:20]([CH2:22][O:23][C:24]3[CH:29]=[CH:28][CH:27]=[CH:26][C:25]=3[CH2:30][C:31]([O:33]C)=[O:32])[CH:19]=[CH:18][CH:17]=2)[CH:13]=[CH:14][CH:15]=1)=O)(C)(C)C.[Li+].[OH-].Cl. Product: [NH2:8][CH2:9][C:10]1[CH:11]=[C:12]([C:16]2[N:21]=[C:20]([CH2:22][O:23][C:24]3[CH:29]=[CH:28][CH:27]=[CH:26][C:25]=3[CH2:30][C:31]([OH:33])=[O:32])[CH:19]=[CH:18][CH:17]=2)[CH:13]=[CH:14][CH:15]=1. The catalyst class is: 1. (3) Reactant: [F:1][C:2]1[CH:7]=[CH:6][C:5]([N:8]2[C:17](=[O:18])[C:16]3[C:11](=[CH:12][C:13]([C:19]4[N:23]=[C:22]([CH3:24])[O:21][N:20]=4)=[CH:14][CH:15]=3)[N:10]=[C:9]2[S:25][CH2:26][C:27]([O:29]C(C)(C)C)=[O:28])=[CH:4][CH:3]=1.C(O)(C(F)(F)F)=O. Product: [F:1][C:2]1[CH:3]=[CH:4][C:5]([N:8]2[C:17](=[O:18])[C:16]3[C:11](=[CH:12][C:13]([C:19]4[N:23]=[C:22]([CH3:24])[O:21][N:20]=4)=[CH:14][CH:15]=3)[N:10]=[C:9]2[S:25][CH2:26][C:27]([OH:29])=[O:28])=[CH:6][CH:7]=1. The catalyst class is: 2. (4) Reactant: [C:1](OC(=O)C)(=[O:3])[CH3:2].[CH:8]([O:11][C:12]([N:14]1[C:23]2[C:18](=[N:19][C:20]([O:24][CH3:25])=[CH:21][CH:22]=2)[C@H:17]([NH:26][CH2:27][C:28]2[CH:33]=[C:32]([C:34]([F:37])([F:36])[F:35])[CH:31]=[C:30]([C:38]([F:41])([F:40])[F:39])[CH:29]=2)[CH2:16][C@@H:15]1[CH2:42][CH3:43])=[O:13])([CH3:10])[CH3:9].N1C=CC=CC=1. Product: [CH:8]([O:11][C:12]([N:14]1[C:23]2[C:18](=[N:19][C:20]([O:24][CH3:25])=[CH:21][CH:22]=2)[C@H:17]([N:26]([C:1](=[O:3])[CH3:2])[CH2:27][C:28]2[CH:33]=[C:32]([C:34]([F:35])([F:36])[F:37])[CH:31]=[C:30]([C:38]([F:41])([F:40])[F:39])[CH:29]=2)[CH2:16][C@@H:15]1[CH2:42][CH3:43])=[O:13])([CH3:10])[CH3:9]. The catalyst class is: 4.